This data is from Forward reaction prediction with 1.9M reactions from USPTO patents (1976-2016). The task is: Predict the product of the given reaction. Given the reactants [Br:1][C:2]1[CH:3]=[C:4]([C:12]([NH:14][C:15]2[C:16](Cl)=[N:17][C:18]([Cl:22])=[CH:19][C:20]=2[CH3:21])=[O:13])[C:5]([NH:8][CH:9]2[CH2:11][CH2:10]2)=[N:6][CH:7]=1.C[Si]([N-][Si](C)(C)C)(C)C.[Na+].C1COCC1, predict the reaction product. The product is: [Br:1][C:2]1[CH:7]=[N:6][C:5]2[N:8]([CH:9]3[CH2:11][CH2:10]3)[C:16]3[N:17]=[C:18]([Cl:22])[CH:19]=[C:20]([CH3:21])[C:15]=3[NH:14][C:12](=[O:13])[C:4]=2[CH:3]=1.